From a dataset of Forward reaction prediction with 1.9M reactions from USPTO patents (1976-2016). Predict the product of the given reaction. (1) Given the reactants [F:1][C:2]1[CH:11]=[C:10]2[C:5]([CH:6]=[C:7]([CH:18]3[CH2:22][CH2:21][CH2:20][NH:19]3)[C:8]([C:12]3[CH:17]=[CH:16][CH:15]=[CH:14][N:13]=3)=[N:9]2)=[CH:4][CH:3]=1.CCN(C(C)C)C(C)C.Cl[C:33]1[N:41]=[CH:40][N:39]=[C:38]2[C:34]=1[NH:35][CH:36]=[N:37]2, predict the reaction product. The product is: [N:41]1[C:33]([N:19]2[CH2:20][CH2:21][CH2:22][CH:18]2[C:7]2[C:8]([C:12]3[CH:17]=[CH:16][CH:15]=[CH:14][N:13]=3)=[N:9][C:10]3[C:5]([CH:6]=2)=[CH:4][CH:3]=[C:2]([F:1])[CH:11]=3)=[C:34]2[C:38]([NH:37][CH:36]=[N:35]2)=[N:39][CH:40]=1. (2) Given the reactants [NH2:1][C@H:2]([C@H:8]([C:10]1[C:18]2[C:13](=[CH:14][CH:15]=[CH:16][CH:17]=2)[NH:12][CH:11]=1)[CH3:9])[C:3]([O:5][CH2:6][CH3:7])=[O:4].C(N(CC)C(C)C)(C)C.C1C(=O)N(OC(ON2C(=O)CCC2=O)=O)[C:30](=[O:31])C1.Cl.[Cl:47][C:48]1[CH:53]=[CH:52][C:51]([N:54]2[CH2:59][CH2:58][NH:57][CH2:56][CH2:55]2)=[CH:50][CH:49]=1, predict the reaction product. The product is: [Cl:47][C:48]1[CH:49]=[CH:50][C:51]([N:54]2[CH2:59][CH2:58][N:57]([C:30]([NH:1][C@H:2]([C@H:8]([C:10]3[C:18]4[C:13](=[CH:14][CH:15]=[CH:16][CH:17]=4)[NH:12][CH:11]=3)[CH3:9])[C:3]([O:5][CH2:6][CH3:7])=[O:4])=[O:31])[CH2:56][CH2:55]2)=[CH:52][CH:53]=1. (3) Given the reactants Br[C:2]1[C:3]([O:10][CH3:11])=[C:4]([CH:7]=[CH:8][CH:9]=1)[C:5]#[N:6].[C:12]([C:14]1[CH:19]=[CH:18][C:17]([C:20]2([NH:24][C:25](=[O:31])[O:26][C:27]([CH3:30])([CH3:29])[CH3:28])[CH2:23][CH2:22][CH2:21]2)=[CH:16][CH:15]=1)#[CH:13], predict the reaction product. The product is: [C:5]([C:4]1[C:3]([O:10][CH3:11])=[C:2]([C:13]#[C:12][C:14]2[CH:15]=[CH:16][C:17]([C:20]3([NH:24][C:25](=[O:31])[O:26][C:27]([CH3:29])([CH3:28])[CH3:30])[CH2:23][CH2:22][CH2:21]3)=[CH:18][CH:19]=2)[CH:9]=[CH:8][CH:7]=1)#[N:6]. (4) The product is: [CH3:17][C:13]1[C:12]2[O:9][C:8]([C:7]3[C:2]([NH2:1])=[N:3][CH:4]=[C:5]([C:19]4[CH:20]=[N:21][N:22]([CH:24]5[CH2:25][CH2:26][N:27]([CH3:30])[CH2:28][CH2:29]5)[CH:23]=4)[CH:6]=3)=[N:10][C:11]=2[CH:16]=[CH:15][CH:14]=1. Given the reactants [NH2:1][C:2]1[C:7]([C:8]([NH:10][C:11]2[CH:16]=[CH:15][CH:14]=[C:13]([CH3:17])[C:12]=2O)=[O:9])=[CH:6][C:5]([C:19]2[CH:20]=[N:21][N:22]([CH:24]3[CH2:29][CH2:28][N:27]([CH3:30])[CH2:26][CH2:25]3)[CH:23]=2)=[CH:4][N:3]=1.C(O)(C(F)(F)F)=O, predict the reaction product.